Dataset: Full USPTO retrosynthesis dataset with 1.9M reactions from patents (1976-2016). Task: Predict the reactants needed to synthesize the given product. (1) Given the product [C:1]([O:5][C:6](=[O:7])[NH:8][CH:9]([C:34]1[CH:39]=[CH:38][CH:37]=[CH:36][CH:35]=1)[C:10]1[CH:33]=[CH:32][CH:31]=[C:12]([O:13][CH2:14][CH:15]2[CH2:16][CH2:17][NH:18][CH2:19][CH2:20]2)[CH:11]=1)([CH3:4])([CH3:2])[CH3:3], predict the reactants needed to synthesize it. The reactants are: [C:1]([O:5][C:6]([NH:8][CH:9]([C:34]1[CH:39]=[CH:38][CH:37]=[CH:36][CH:35]=1)[C:10]1[CH:11]=[C:12]([CH:31]=[CH:32][CH:33]=1)[O:13][CH2:14][CH:15]1[CH2:20][CH2:19][N:18](C(OCC2C=CC=CC=2)=O)[CH2:17][CH2:16]1)=[O:7])([CH3:4])([CH3:3])[CH3:2].CC1CC=CCC=1. (2) Given the product [Br:1][C:2]1[CH:3]=[C:4]([C:8]([CH3:37])([CH3:36])[CH2:9][C@:10]([CH2:11][C:12]2[NH:20][C:19]3[C:14](=[N:15][C:16]([S:27]([CH3:30])(=[O:29])=[O:28])=[CH:17][CH:18]=3)[CH:13]=2)([OH:35])[C:31]([F:34])([F:33])[F:32])[CH:5]=[CH:6][CH:7]=1, predict the reactants needed to synthesize it. The reactants are: [Br:1][C:2]1[CH:3]=[C:4]([C:8]([CH3:37])([CH3:36])[CH2:9][C@:10]([OH:35])([C:31]([F:34])([F:33])[F:32])[CH2:11][C:12]#[C:13][C:14]2[C:19]([NH:20]C(=O)C(F)(F)F)=[CH:18][CH:17]=[C:16]([S:27]([CH3:30])(=[O:29])=[O:28])[N:15]=2)[CH:5]=[CH:6][CH:7]=1.CN(C)C(=N)N(C)C. (3) Given the product [CH2:10]([C:14]1[NH:15][C:16]([CH:26]=[O:27])=[C:17]([C:19]2[CH:24]=[CH:23][C:22]([F:25])=[CH:21][CH:20]=2)[N:18]=1)[CH2:11][CH2:12][CH3:13], predict the reactants needed to synthesize it. The reactants are: O1CCOCC1.ClCCl.[CH2:10]([C:14]1[NH:15][C:16]([CH2:26][OH:27])=[C:17]([C:19]2[CH:24]=[CH:23][C:22]([F:25])=[CH:21][CH:20]=2)[N:18]=1)[CH2:11][CH2:12][CH3:13]. (4) Given the product [F:8][C:4]1[CH:5]=[CH:6][CH:7]=[C:2]([F:1])[C:3]=1[CH:9]1[CH2:10][O:11][C:12]2[CH:18]=[C:17]([C:29]3[CH:34]=[N:33][C:32]([C:35]4[S:39][C:38]([CH3:40])=[N:37][CH:36]=4)=[CH:31][C:30]=3[CH3:41])[CH:16]=[CH:15][C:13]=2[NH:14]1, predict the reactants needed to synthesize it. The reactants are: [F:1][C:2]1[CH:7]=[CH:6][CH:5]=[C:4]([F:8])[C:3]=1[CH:9]1[NH:14][C:13]2[CH:15]=[CH:16][C:17](B3OC(C)(C)C(C)(C)O3)=[CH:18][C:12]=2[O:11][CH2:10]1.Br[C:29]1[C:30]([CH3:41])=[CH:31][C:32]([C:35]2[S:39][C:38]([CH3:40])=[N:37][CH:36]=2)=[N:33][CH:34]=1. (5) The reactants are: [Cl:1][C:2]1[CH:10]=[CH:9][CH:8]=[CH:7][C:3]=1[C:4]([OH:6])=O.[F:11][C:12]1([F:31])[CH2:17][CH2:16][CH:15]([CH:18]([C:21]2[CH:22]=[N:23][C:24]([C:27]([F:30])([F:29])[F:28])=[N:25][CH:26]=2)[CH2:19][NH2:20])[CH2:14][CH2:13]1. Given the product [Cl:1][C:2]1[CH:10]=[CH:9][CH:8]=[CH:7][C:3]=1[C:4]([NH:20][CH2:19][CH:18]([CH:15]1[CH2:14][CH2:13][C:12]([F:31])([F:11])[CH2:17][CH2:16]1)[C:21]1[CH:26]=[N:25][C:24]([C:27]([F:28])([F:29])[F:30])=[N:23][CH:22]=1)=[O:6], predict the reactants needed to synthesize it. (6) Given the product [F:17][C:14]1[N:13]=[C:12]2[C:2]([CH3:3])=[CH:1][NH:4][C:11]2=[CH:16][CH:15]=1, predict the reactants needed to synthesize it. The reactants are: [CH2:1]([N:4]([C:11]1[C:12](Br)=[N:13][C:14]([F:17])=[CH:15][CH:16]=1)C(=O)C(F)(F)F)[CH:2]=[CH2:3].[Cl-].C([NH3+])CCC.C([NH3+])CCC.C([NH3+])CCC.C([NH3+])CCC.[Cl-].[Cl-].[Cl-].C(N(CC)CC)C. (7) Given the product [CH3:15][C:14]1[N:13]=[C:12]2[S:16][C:17]3[CH2:21][CH2:20][CH2:19][C:18]=3[C:11]2=[C:10]([C:22]2[O:23][CH:24]=[CH:25][CH:26]=2)[C:9]=1[CH:2]([CH2:6][CH2:7][CH3:8])[C:3]([OH:5])=[O:4], predict the reactants needed to synthesize it. The reactants are: C[C:2]([C:9]1[C:10]([C:22]2[O:23][CH:24]=[CH:25][CH:26]=2)=[C:11]2[C:18]3[CH2:19][CH2:20][CH2:21][C:17]=3[S:16][C:12]2=[N:13][C:14]=1[CH3:15])([CH2:6][CH2:7][CH3:8])[C:3]([O-:5])=[O:4].[OH-].[Na+].Cl. (8) Given the product [CH3:7][N:8]1[C:12]([C:13]#[C:14][C:15]2[CH:20]=[CH:19][N:18]=[C:17]([S:21]([CH3:22])(=[O:1])=[O:29])[N:16]=2)=[C:11]([C:23]2[CH:28]=[CH:27][CH:26]=[CH:25][CH:24]=2)[N:10]=[CH:9]1, predict the reactants needed to synthesize it. The reactants are: [OH:1]OS([O-])=O.[K+].[CH3:7][N:8]1[C:12]([C:13]#[C:14][C:15]2[CH:20]=[CH:19][N:18]=[C:17]([S:21][CH3:22])[N:16]=2)=[C:11]([C:23]2[CH:28]=[CH:27][CH:26]=[CH:25][CH:24]=2)[N:10]=[CH:9]1.[OH2:29].